This data is from Catalyst prediction with 721,799 reactions and 888 catalyst types from USPTO. The task is: Predict which catalyst facilitates the given reaction. (1) Reactant: C[CH2:2][N:3]=[C:4]=NCCCN(C)C.CNC.C1COCC1.[I:20][C:21]1[CH:22]=[C:23]([CH:27]=[CH:28][CH:29]=1)[C:24](O)=[O:25]. Product: [I:20][C:21]1[CH:22]=[C:23]([CH:27]=[CH:28][CH:29]=1)[C:24]([N:3]([CH3:4])[CH3:2])=[O:25]. The catalyst class is: 6. (2) Reactant: [H-].[Na+].[N:3]1[C:12]2[C:7](=[CH:8][CH:9]=[CH:10][CH:11]=2)[CH:6]=[CH:5][C:4]=1[N:13]1[CH2:18][CH2:17][CH:16]([OH:19])[CH2:15][CH2:14]1.Cl[C:21]1[C:22]([CH:27]2[CH2:32][CH2:31][N:30]([C:33]([O:35][C:36]([CH3:39])([CH3:38])[CH3:37])=[O:34])[CH2:29][CH2:28]2)=N[CH:24]=[CH:25][N:26]=1.[CH3:40]N(C=O)C. Product: [N:3]1[C:12]2[C:7](=[CH:8][CH:9]=[CH:10][CH:11]=2)[CH:6]=[CH:5][C:4]=1[N:13]1[CH2:14][CH2:15][CH:16]([O:19][C:21]2[C:22]([CH:27]3[CH2:28][CH2:29][N:30]([C:33]([O:35][C:36]([CH3:37])([CH3:38])[CH3:39])=[O:34])[CH2:31][CH2:32]3)=[CH:40][CH:24]=[CH:25][N:26]=2)[CH2:17][CH2:18]1. The catalyst class is: 161.